This data is from Full USPTO retrosynthesis dataset with 1.9M reactions from patents (1976-2016). The task is: Predict the reactants needed to synthesize the given product. (1) The reactants are: [CH2:1]([C:3]([CH2:10][CH3:11])([CH2:7][CH:8]=[CH2:9])[C:4]([OH:6])=[O:5])[CH3:2].CCOCC.[I:17]I.S([O-])([O-])(=O)=S.[Na+].[Na+]. Given the product [CH2:10]([C:3]1([CH2:1][CH3:2])[CH2:7][CH:8]([CH2:9][I:17])[O:5][C:4]1=[O:6])[CH3:11], predict the reactants needed to synthesize it. (2) Given the product [CH2:32]([S:34]([N:19]1[CH2:18][CH2:17][CH:16]([C:13]2[C:11]3[N:12]=[C:7]([C:1]4[CH:2]=[CH:3][CH:4]=[CH:5][CH:6]=4)[N:8]=[C:9]([C:22]([NH2:24])=[O:23])[C:10]=3[NH:15][N:14]=2)[CH2:21][CH2:20]1)(=[O:36])=[O:35])[CH3:33], predict the reactants needed to synthesize it. The reactants are: [C:1]1([C:7]2[N:8]=[C:9]([C:22]([NH2:24])=[O:23])[C:10]3[NH:15][N:14]=[C:13]([CH:16]4[CH2:21][CH2:20][NH:19][CH2:18][CH2:17]4)[C:11]=3[N:12]=2)[CH:6]=[CH:5][CH:4]=[CH:3][CH:2]=1.C(N(CC)CC)C.[CH2:32]([S:34](Cl)(=[O:36])=[O:35])[CH3:33]. (3) The reactants are: [S:1]1[C:5]2=[N:6][CH:7]=[CH:8][CH:9]=[C:4]2[CH:3]=[C:2]1[CH:10]=[N:11][S:12]([C:15]1[CH:25]=[CH:24][C:18]2[O:19][CH2:20][CH2:21][CH2:22][O:23][C:17]=2[CH:16]=1)(=[O:14])=[O:13].Br[Mg][C:28]1[CH:33]=[CH:32][CH:31]=[CH:30][CH:29]=1. Given the product [C:28]1([CH:10]([C:2]2[S:1][C:5]3=[N:6][CH:7]=[CH:8][CH:9]=[C:4]3[CH:3]=2)[NH:11][S:12]([C:15]2[CH:25]=[CH:24][C:18]3[O:19][CH2:20][CH2:21][CH2:22][O:23][C:17]=3[CH:16]=2)(=[O:14])=[O:13])[CH:33]=[CH:32][CH:31]=[CH:30][CH:29]=1, predict the reactants needed to synthesize it. (4) Given the product [N:1]1([C:7]2[N:15]=[C:14]([C:16]3[CH:17]=[C:18]([CH2:22][OH:23])[CH:19]=[CH:20][CH:21]=3)[N:13]=[C:12]3[C:8]=2[N:9]=[CH:10][N:11]3[CH:24]2[CH2:29][CH2:28][N:27]([CH2:39][C:38]3[CH:37]=[CH:36][CH:35]=[CH:31][N:32]=3)[CH2:26][CH2:25]2)[CH2:6][CH2:5][O:4][CH2:3][CH2:2]1, predict the reactants needed to synthesize it. The reactants are: [N:1]1([C:7]2[N:15]=[C:14]([C:16]3[CH:17]=[C:18]([CH2:22][OH:23])[CH:19]=[CH:20][CH:21]=3)[N:13]=[C:12]3[C:8]=2[N:9]=[CH:10][N:11]3[CH:24]2[CH2:29][CH2:28][NH:27][CH2:26][CH2:25]2)[CH2:6][CH2:5][O:4][CH2:3][CH2:2]1.[BH3-][C:31]#[N:32].[Na+].N1[CH:39]=[CH:38][CH:37]=[C:36](C=O)[CH:35]=1. (5) The reactants are: [Br:1][C:2]1[N:7]=[C:6](F)[C:5]([CH2:9][OH:10])=[CH:4][CH:3]=1.[NH:11]1[CH2:16][CH2:15][CH2:14][C@H:13]([NH:17][C:18](=[O:24])[O:19][C:20]([CH3:23])([CH3:22])[CH3:21])[CH2:12]1.CN1CCOCC1.O. Given the product [Br:1][C:2]1[N:7]=[C:6]([N:11]2[CH2:16][CH2:15][CH2:14][C@H:13]([NH:17][C:18](=[O:24])[O:19][C:20]([CH3:22])([CH3:21])[CH3:23])[CH2:12]2)[C:5]([CH2:9][OH:10])=[CH:4][CH:3]=1, predict the reactants needed to synthesize it.